From a dataset of Peptide-MHC class I binding affinity with 185,985 pairs from IEDB/IMGT. Regression. Given a peptide amino acid sequence and an MHC pseudo amino acid sequence, predict their binding affinity value. This is MHC class I binding data. (1) The peptide sequence is AVFKNSFLGK. The MHC is HLA-A02:01 with pseudo-sequence HLA-A02:01. The binding affinity (normalized) is 0.273. (2) The peptide sequence is MAHLFVTT. The MHC is H-2-Kb with pseudo-sequence H-2-Kb. The binding affinity (normalized) is 0.180. (3) The peptide sequence is GMFTNRSGS. The MHC is HLA-A66:01 with pseudo-sequence HLA-A66:01. The binding affinity (normalized) is 0. (4) The peptide sequence is FVHSGFIYF. The MHC is HLA-C03:03 with pseudo-sequence HLA-C03:03. The binding affinity (normalized) is 0.808. (5) The peptide sequence is CLGGLLTMV. The MHC is HLA-A30:02 with pseudo-sequence HLA-A30:02. The binding affinity (normalized) is 0.129. (6) The peptide sequence is FLLPILSQIYT. The MHC is HLA-A02:01 with pseudo-sequence HLA-A02:01. The binding affinity (normalized) is 0.842.